Dataset: Forward reaction prediction with 1.9M reactions from USPTO patents (1976-2016). Task: Predict the product of the given reaction. (1) Given the reactants [C:1]([CH2:3][C:4]([NH2:6])=[O:5])#[N:2].[H-].[Na+].[CH3:9][O:10][C:11]1[CH:16]=[CH:15][C:14]([N:17]=[C:18]=[S:19])=[CH:13][CH:12]=1.Br[CH2:21][C:22]([C:24]1[CH:29]=[CH:28][C:27]([Cl:30])=[CH:26][CH:25]=1)=[O:23].C(=O)([O-])[O-].[K+].[K+], predict the reaction product. The product is: [NH2:2][C:1]1[C:3]([C:4]([NH2:6])=[O:5])=[C:18]([NH:17][C:14]2[CH:13]=[CH:12][C:11]([O:10][CH3:9])=[CH:16][CH:15]=2)[S:19][C:21]=1[C:22](=[O:23])[C:24]1[CH:29]=[CH:28][C:27]([Cl:30])=[CH:26][CH:25]=1. (2) Given the reactants I[CH2:2][CH2:3][NH:4][C:5](=[O:11])[O:6][C:7]([CH3:10])([CH3:9])[CH3:8].[CH3:12][C:13]1[N:14]([CH2:27][CH:28]([CH3:30])[CH3:29])[C:15]2[C:24]3[CH:23]=[CH:22][C:21]([OH:25])=[CH:20][C:19]=3[N:18]=[CH:17][C:16]=2[N:26]=1.C(=O)([O-])[O-].[Cs+].[Cs+], predict the reaction product. The product is: [CH3:12][C:13]1[N:14]([CH2:27][CH:28]([CH3:30])[CH3:29])[C:15]2[C:24]3[CH:23]=[CH:22][C:21]([O:25][CH2:2][CH2:3][NH:4][C:5](=[O:11])[O:6][C:7]([CH3:10])([CH3:9])[CH3:8])=[CH:20][C:19]=3[N:18]=[CH:17][C:16]=2[N:26]=1. (3) Given the reactants Cl[C:2]1[N:7]2[N:8]=[C:9](C)[CH:10]=[C:6]2[N:5]=[C:4]([NH:12][C:13](=[O:24])[C:14]2[CH:19]=[CH:18][C:17]([C:20]([OH:23])([CH3:22])[CH3:21])=[CH:16][CH:15]=2)[CH:3]=1.[CH3:25][O:26][CH2:27][CH:28]1[CH2:33][CH2:32][NH:31][CH2:30][CH2:29]1, predict the reaction product. The product is: [OH:23][C:20]([C:17]1[CH:18]=[CH:19][C:14]([C:13]([NH:12][C:4]2[CH:3]=[C:2]([N:31]3[CH2:32][CH2:33][CH:28]([CH2:27][O:26][CH3:25])[CH2:29][CH2:30]3)[N:7]3[N:8]=[CH:9][CH:10]=[C:6]3[N:5]=2)=[O:24])=[CH:15][CH:16]=1)([CH3:21])[CH3:22]. (4) The product is: [CH3:26][C:25]([O:8][C:7]([C:6]1[CH:5]=[C:4]([Br:10])[S:3][C:2]=1[Br:1])=[O:9])([CH2:27][CH2:28][CH:29]([CH3:36])[CH2:30][CH2:31][CH2:32][CH:33]([CH3:35])[CH3:34])[CH3:24]. Given the reactants [Br:1][C:2]1[S:3][C:4]([Br:10])=[CH:5][C:6]=1[C:7]([OH:9])=[O:8].ClC1C([N+]([O-])=O)=CC([N+]([O-])=O)=CN=1.[CH3:24][C:25](O)([CH2:27][CH2:28][CH:29]([CH3:36])[CH2:30][CH2:31][CH2:32][CH:33]([CH3:35])[CH3:34])[CH3:26].C([O-])(O)=O.[Na+], predict the reaction product. (5) Given the reactants [CH3:1][O:2][C:3](=[O:30])[C:4]1[CH:9]=[CH:8][CH:7]=[C:6]([CH2:10][C:11]2[CH:16]=[CH:15][C:14]([CH2:17][O:18][C:19]3[CH:24]=[CH:23][C:22]([C:25](=[O:27])[CH3:26])=[C:21]([OH:28])[C:20]=3I)=[CH:13][CH:12]=2)[CH:5]=1.C([Sn](CCCC)(CCCC)[C:36]1[CH:41]=[CH:40][CH:39]=[CH:38][N:37]=1)CCC, predict the reaction product. The product is: [CH3:1][O:2][C:3](=[O:30])[C:4]1[CH:9]=[CH:8][CH:7]=[C:6]([CH2:10][C:11]2[CH:16]=[CH:15][C:14]([CH2:17][O:18][C:19]3[CH:24]=[CH:23][C:22]([C:25](=[O:27])[CH3:26])=[C:21]([OH:28])[C:20]=3[C:36]3[CH:41]=[CH:40][CH:39]=[CH:38][N:37]=3)=[CH:13][CH:12]=2)[CH:5]=1. (6) Given the reactants Br[C:2]1[CH:7]=[C:6](Br)[C:5]([O:9][CH3:10])=[CH:4][C:3]=1[O:11][CH3:12].[F:13][C:14]1[CH:19]=[CH:18][CH:17]=[CH:16][C:15]=1B(O)O.C(=O)([O-])[O-].[Na+].[Na+].CO[CH2:31][CH2:32]OC, predict the reaction product. The product is: [F:13][C:14]1[CH:19]=[CH:18][CH:17]=[CH:16][C:15]=1[C:2]1[CH:7]=[C:6]([C:32]2[CH:31]=[CH:17][CH:16]=[CH:15][C:14]=2[F:13])[C:5]([O:9][CH3:10])=[CH:4][C:3]=1[O:11][CH3:12]. (7) Given the reactants [O:1]1[CH:5]=[CH:4][N:3]=[CH:2]1.[C:6]([O:10][C:11]([N:13]1[CH2:17][CH2:16][CH2:15][C@@H:14]1[CH2:18][O:19][C:20]1[CH:25]=[CH:24][C:23]([CH2:26][C:27]2[CH:32]=[CH:31][C:30](I)=[CH:29][CH:28]=2)=[CH:22][CH:21]=1)=[O:12])([CH3:9])([CH3:8])[CH3:7], predict the reaction product. The product is: [C:6]([O:10][C:11]([N:13]1[CH2:17][CH2:16][CH2:15][C@@H:14]1[CH2:18][O:19][C:20]1[CH:21]=[CH:22][C:23]([CH2:26][C:27]2[CH:28]=[CH:29][C:30]([C:2]3[O:1][CH:5]=[CH:4][N:3]=3)=[CH:31][CH:32]=2)=[CH:24][CH:25]=1)=[O:12])([CH3:9])([CH3:7])[CH3:8]. (8) Given the reactants C(N1C2C(=CC(S(N)(=O)=O)=CC=2)CC1)C.[Cl:16][C:17]1[CH:18]=[C:19]([CH:35]=[CH:36][C:37]=1[Cl:38])[C:20]([N:22]1[C:30]2[C:25](=[CH:26][C:27]([S:31]([NH2:34])(=[O:33])=[O:32])=[CH:28][CH:29]=2)[CH2:24][CH2:23]1)=O, predict the reaction product. The product is: [Cl:16][C:17]1[CH:18]=[C:19]([CH:35]=[CH:36][C:37]=1[Cl:38])[CH2:20][N:22]1[C:30]2[C:25](=[CH:26][C:27]([S:31]([NH2:34])(=[O:33])=[O:32])=[CH:28][CH:29]=2)[CH2:24][CH2:23]1. (9) Given the reactants [NH2:1][C:2]1[CH:29]=[CH:28][C:5]([CH2:6][N:7]2[CH2:12][CH2:11][CH:10]([NH:13][C:14]([C:16]3[O:17][C:18]4[C:23]([C:24](=[O:26])[CH:25]=3)=[CH:22][CH:21]=[C:20]([F:27])[CH:19]=4)=[O:15])[CH2:9][CH2:8]2)=[CH:4][C:3]=1[F:30].[N:31]1([CH2:37][CH2:38][C:39](O)=[O:40])[CH2:36][CH2:35][CH2:34][CH2:33][CH2:32]1.CCN=C=NCCCN(C)C.C1C=CC2N(O)N=NC=2C=1.CN1CCOCC1, predict the reaction product. The product is: [F:27][C:20]1[CH:19]=[C:18]2[C:23]([C:24](=[O:26])[CH:25]=[C:16]([C:14]([NH:13][CH:10]3[CH2:11][CH2:12][N:7]([CH2:6][C:5]4[CH:28]=[CH:29][C:2]([NH:1][C:39](=[O:40])[CH2:38][CH2:37][N:31]5[CH2:36][CH2:35][CH2:34][CH2:33][CH2:32]5)=[C:3]([F:30])[CH:4]=4)[CH2:8][CH2:9]3)=[O:15])[O:17]2)=[CH:22][CH:21]=1.